This data is from Forward reaction prediction with 1.9M reactions from USPTO patents (1976-2016). The task is: Predict the product of the given reaction. (1) Given the reactants [CH2:1]([NH2:4])[CH2:2][CH3:3].C1C=CC2N(O)N=NC=2C=1.C(NC(C)C)(C)C.C(Cl)CCl.[C:26]([O:30][C:31]([N:33]1[CH2:39][CH2:38][C:37]2[C:40]([NH:45][CH2:46][C:47]3[CH:52]=[CH:51][C:50]([C:53](O)=[O:54])=[C:49]([F:56])[CH:48]=3)=[C:41]([Cl:44])[CH:42]=[CH:43][C:36]=2[CH2:35][CH2:34]1)=[O:32])([CH3:29])([CH3:28])[CH3:27], predict the reaction product. The product is: [C:26]([O:30][C:31]([N:33]1[CH2:39][CH2:38][C:37]2[C:40]([NH:45][CH2:46][C:47]3[CH:52]=[CH:51][C:50]([C:53](=[O:54])[NH:4][CH2:1][CH2:2][CH3:3])=[C:49]([F:56])[CH:48]=3)=[C:41]([Cl:44])[CH:42]=[CH:43][C:36]=2[CH2:35][CH2:34]1)=[O:32])([CH3:28])([CH3:27])[CH3:29]. (2) Given the reactants [OH:1][CH2:2][C@@H:3]1[O:8][CH2:7][C@H:6]2[CH2:9][CH2:10][C:11](=[O:12])[N:5]2[CH2:4]1.C([O-])(O)=[O:14].[Na+].CC1(C)N([O])C(C)(C)CCC1.[Na+].[Br-].ClN1C(=O)N(Cl)C(=O)N(Cl)C1=O, predict the reaction product. The product is: [O:12]=[C:11]1[N:5]2[C@@H:6]([CH2:7][O:8][C@@H:3]([C:2]([OH:14])=[O:1])[CH2:4]2)[CH2:9][CH2:10]1.